From a dataset of Catalyst prediction with 721,799 reactions and 888 catalyst types from USPTO. Predict which catalyst facilitates the given reaction. Reactant: [O:1]1[CH2:6][CH2:5][CH:4]([CH2:7][N:8]2[C:12]3[CH:13]=[C:14]([C:17]4[CH:22]=[CH:21][N:20]=[C:19]5[N:23](S(C6C=CC(C)=CC=6)(=O)=O)[C:24]([C:26]6[CH2:31][CH2:30][N:29]([C:32]([O:34][C:35]([CH3:38])([CH3:37])[CH3:36])=[O:33])[CH2:28][CH:27]=6)=[CH:25][C:18]=45)[CH:15]=[CH:16][C:11]=3[N:10]=[N:9]2)[CH2:3][CH2:2]1.[OH-].[Na+]. Product: [O:1]1[CH2:2][CH2:3][CH:4]([CH2:7][N:8]2[C:12]3[CH:13]=[C:14]([C:17]4[CH:22]=[CH:21][N:20]=[C:19]5[NH:23][C:24]([C:26]6[CH2:31][CH2:30][N:29]([C:32]([O:34][C:35]([CH3:38])([CH3:37])[CH3:36])=[O:33])[CH2:28][CH:27]=6)=[CH:25][C:18]=45)[CH:15]=[CH:16][C:11]=3[N:10]=[N:9]2)[CH2:5][CH2:6]1. The catalyst class is: 12.